Dataset: Reaction yield outcomes from USPTO patents with 853,638 reactions. Task: Predict the reaction yield, written as a fraction of the theoretical maximum amount of product (1.0 means a 100% yield; for example, 0.34 means a 34% yield). (1) The product is [NH2:32][C:10]1[C:11]([NH:15][C:16]2[CH:17]=[C:18]([N:23]([CH3:31])[C:24](=[O:30])[O:25][C:26]([CH3:27])([CH3:29])[CH3:28])[CH:19]=[CH:20][C:21]=2[CH3:22])=[N:12][CH:13]=[N:14][C:9]=1[N:8]([CH2:35][C:36]1[CH:37]=[CH:38][CH:39]=[CH:40][CH:41]=1)[CH2:1][C:2]1[CH:3]=[CH:4][CH:5]=[CH:6][CH:7]=1. The yield is 0.810. The reactants are [CH2:1]([N:8]([CH2:35][C:36]1[CH:41]=[CH:40][CH:39]=[CH:38][CH:37]=1)[C:9]1[N:14]=[CH:13][N:12]=[C:11]([NH:15][C:16]2[CH:17]=[C:18]([N:23]([CH3:31])[C:24](=[O:30])[O:25][C:26]([CH3:29])([CH3:28])[CH3:27])[CH:19]=[CH:20][C:21]=2[CH3:22])[C:10]=1[N+:32]([O-])=O)[C:2]1[CH:7]=[CH:6][CH:5]=[CH:4][CH:3]=1.[NH4+].[Cl-]. The catalyst is C1COCC1.CO.O.[Fe]. (2) The reactants are [NH2:1][C:2]1[CH:7]=[CH:6][C:5]([C:8]2[C:12]([C:13]#[N:14])=[C:11]([Cl:15])[S:10][N:9]=2)=[CH:4][CH:3]=1.[F:16][C:17]1[CH:22]=[CH:21][C:20]([CH3:23])=[CH:19][C:18]=1[N:24]=[C:25]=[O:26]. The catalyst is C1COCC1. The product is [Cl:15][C:11]1[S:10][N:9]=[C:8]([C:5]2[CH:6]=[CH:7][C:2]([NH:1][C:25]([NH:24][C:18]3[CH:19]=[C:20]([CH3:23])[CH:21]=[CH:22][C:17]=3[F:16])=[O:26])=[CH:3][CH:4]=2)[C:12]=1[C:13]#[N:14]. The yield is 0.900. (3) The reactants are [Br:1][C:2]1[CH:3]=[C:4]([NH:9][S:10]([CH3:13])(=[O:12])=[O:11])[C:5]([Cl:8])=[N:6][CH:7]=1.[C:14](=O)([O-])[O-].[K+].[K+].IC.O. The catalyst is CN(C=O)C. The product is [Br:1][C:2]1[CH:3]=[C:4]([N:9]([CH3:14])[S:10]([CH3:13])(=[O:12])=[O:11])[C:5]([Cl:8])=[N:6][CH:7]=1. The yield is 0.900.